The task is: Regression. Given two drug SMILES strings and cell line genomic features, predict the synergy score measuring deviation from expected non-interaction effect.. This data is from Merck oncology drug combination screen with 23,052 pairs across 39 cell lines. (1) Drug 1: CCN(CC)CCNC(=O)c1c(C)[nH]c(C=C2C(=O)Nc3ccc(F)cc32)c1C. Drug 2: COC1=C2CC(C)CC(OC)C(O)C(C)C=C(C)C(OC(N)=O)C(OC)C=CC=C(C)C(=O)NC(=CC1=O)C2=O. Cell line: HCT116. Synergy scores: synergy=23.7. (2) Drug 1: CS(=O)(=O)CCNCc1ccc(-c2ccc3ncnc(Nc4ccc(OCc5cccc(F)c5)c(Cl)c4)c3c2)o1. Drug 2: NC1CCCCC1N.O=C(O)C(=O)O.[Pt+2]. Cell line: NCIH2122. Synergy scores: synergy=-17.2. (3) Synergy scores: synergy=17.7. Drug 2: CCC1(O)C(=O)OCc2c1cc1n(c2=O)Cc2cc3c(CN(C)C)c(O)ccc3nc2-1. Drug 1: COC1=C2CC(C)CC(OC)C(O)C(C)C=C(C)C(OC(N)=O)C(OC)C=CC=C(C)C(=O)NC(=CC1=O)C2=O. Cell line: DLD1. (4) Drug 1: CNC(=O)c1cc(Oc2ccc(NC(=O)Nc3ccc(Cl)c(C(F)(F)F)c3)cc2)ccn1. Drug 2: CCc1cnn2c(NCc3ccc[n+]([O-])c3)cc(N3CCCCC3CCO)nc12. Cell line: A2780. Synergy scores: synergy=-9.70. (5) Drug 1: CN1C(=O)C=CC2(C)C3CCC4(C)C(NC(=O)OCC(F)(F)F)CCC4C3CCC12. Drug 2: O=C(CCCCCCC(=O)Nc1ccccc1)NO. Cell line: COLO320DM. Synergy scores: synergy=-87.1. (6) Drug 1: NC1(c2ccc(-c3nc4ccn5c(=O)[nH]nc5c4cc3-c3ccccc3)cc2)CCC1. Drug 2: NC1CCCCC1N.O=C(O)C(=O)O.[Pt+2]. Cell line: HCT116. Synergy scores: synergy=-9.37. (7) Drug 1: CC1CC2C3CCC4=CC(=O)C=CC4(C)C3(F)C(O)CC2(C)C1(O)C(=O)CO. Drug 2: Cc1nc(Nc2ncc(C(=O)Nc3c(C)cccc3Cl)s2)cc(N2CCN(CCO)CC2)n1. Cell line: SKOV3. Synergy scores: synergy=32.5. (8) Drug 1: CN(C)C(=N)N=C(N)N. Drug 2: Cc1nc(Nc2ncc(C(=O)Nc3c(C)cccc3Cl)s2)cc(N2CCN(CCO)CC2)n1. Cell line: CAOV3. Synergy scores: synergy=-0.673.